Dataset: Forward reaction prediction with 1.9M reactions from USPTO patents (1976-2016). Task: Predict the product of the given reaction. (1) Given the reactants [CH:1]([C:3]1[CH:8]=[CH:7][C:6]2[NH:9][C:10]3[C:22]4[N:21]([C@@H:23]5[O:32][C@H:31]([CH2:33][OH:34])[C@@H:28]([O:29][CH3:30])[C@H:26]([OH:27])[C@H:24]5[OH:25])[C:20]5[C:15](=[CH:16][C:17]([CH:35]=[O:36])=[CH:18][CH:19]=5)[C:14]=4[C:13]4[C:37](=[O:41])[NH:38][C:39](=[O:40])[C:12]=4[C:11]=3[C:5]=2[CH:4]=1)=[O:2].[K+].[Br-], predict the reaction product. The product is: [OH:2][CH2:1][C:3]1[CH:8]=[CH:7][C:6]2[NH:9][C:10]3[C:22]4[N:21]([C@@H:23]5[O:32][C@H:31]([CH2:33][OH:34])[C@@H:28]([O:29][CH3:30])[C@H:26]([OH:27])[C@H:24]5[OH:25])[C:20]5[C:15](=[CH:16][C:17]([CH2:35][OH:36])=[CH:18][CH:19]=5)[C:14]=4[C:13]4[C:37](=[O:41])[NH:38][C:39](=[O:40])[C:12]=4[C:11]=3[C:5]=2[CH:4]=1. (2) Given the reactants Br[C:2]1[CH:3]=[N:4][C:5]([CH3:8])=[N:6][CH:7]=1.[C:9]1([CH2:15][N:16]2[CH2:20][CH:19]=[C:18](B3OC(C)(C)C(C)(C)O3)[CH2:17]2)[CH:14]=[CH:13][CH:12]=[CH:11][CH:10]=1.[F-].[Cs+], predict the reaction product. The product is: [CH3:8][C:5]1[N:4]=[CH:3][C:2]([C:18]2[CH2:17][N:16]([CH2:15][C:9]3[CH:14]=[CH:13][CH:12]=[CH:11][CH:10]=3)[CH2:20][CH:19]=2)=[CH:7][N:6]=1. (3) Given the reactants [CH3:1][NH:2][C:3]1[CH:8]=[CH:7][N:6]=[C:5]([C:9]([OH:11])=O)[CH:4]=1.CN(C(ON1N=NC2C=CC=NC1=2)=[N+](C)C)C.F[P-](F)(F)(F)(F)F.CCN(C(C)C)C(C)C.[NH:45]1[C:53]2[C:48](=[C:49]([C:54]3[CH:55]=[C:56]([NH2:63])[C:57]4[CH:58]=[N:59][NH:60][C:61]=4[CH:62]=3)[CH:50]=[CH:51][CH:52]=2)[CH:47]=[CH:46]1, predict the reaction product. The product is: [NH:45]1[C:53]2[C:48](=[C:49]([C:54]3[CH:62]=[C:61]4[C:57]([CH:58]=[N:59][NH:60]4)=[C:56]([NH:63][C:9]([C:5]4[CH:4]=[C:3]([NH:2][CH3:1])[CH:8]=[CH:7][N:6]=4)=[O:11])[CH:55]=3)[CH:50]=[CH:51][CH:52]=2)[CH:47]=[CH:46]1. (4) Given the reactants [F:1][C:2]([F:28])([F:27])[C@@:3]([C:6]1[CH:11]=[CH:10][C:9]([N:12]2[CH2:17][CH2:16][N:15]([S:18]([C:21]3[O:22][CH:23]=[CH:24][CH:25]=3)(=[O:20])=[O:19])[CH2:14][C@@H:13]2[CH3:26])=[CH:8][CH:7]=1)([OH:5])[CH3:4].C1N=C(N)C2N=CN([C@@H]3O[C@H](COP(OP(OC[C@H]4O[C@@H](N5C=C(C(N)=O)CC=C5)[C@H](O)[C@@H]4O)(O)=O)(O)=O)[C@@H](O)[C@H]3OP(O)(O)=O)C=2N=1, predict the reaction product. The product is: [F:28][C:2]([F:1])([F:27])[C@:3]([C:6]1[CH:7]=[CH:8][C:9]([N:12]2[CH2:17][CH2:16][N:15]([S:18]([C:21]3[O:22][CH:23]=[CH:24][CH:25]=3)(=[O:19])=[O:20])[CH2:14][C@@H:13]2[CH3:26])=[CH:10][CH:11]=1)([OH:5])[CH3:4]. (5) Given the reactants [C:1]([O:4][CH2:5]/[CH:6]=[C:7](\[CH3:16])/[CH2:8]OC1CCCCO1)(=[O:3])[CH3:2].C(Br)(Br)(Br)[Br:18].C1(P(C2C=CC=CC=2)C2C=CC=CC=2)C=CC=CC=1, predict the reaction product. The product is: [C:1]([O:4][CH2:5]/[CH:6]=[C:7](\[CH3:16])/[CH2:8][Br:18])(=[O:3])[CH3:2]. (6) The product is: [C:10]([C:7]1[CH:6]=[CH:5][C:4]([OH:3])=[CH:9][CH:8]=1)([CH3:13])([CH3:11])[CH3:12]. Given the reactants [OH-].[Na+].[OH:3][C:4]1[CH:9]=[CH:8][C:7]([C:10]([C:13]2C=CC(O)=CC=2)([CH3:12])[CH3:11])=[CH:6][CH:5]=1, predict the reaction product.